This data is from NCI-60 drug combinations with 297,098 pairs across 59 cell lines. The task is: Regression. Given two drug SMILES strings and cell line genomic features, predict the synergy score measuring deviation from expected non-interaction effect. (1) Drug 1: C1CN(P(=O)(OC1)NCCCl)CCCl. Drug 2: CC12CCC3C(C1CCC2OP(=O)(O)O)CCC4=C3C=CC(=C4)OC(=O)N(CCCl)CCCl.[Na+]. Cell line: 786-0. Synergy scores: CSS=11.1, Synergy_ZIP=8.18, Synergy_Bliss=10.7, Synergy_Loewe=5.55, Synergy_HSA=7.83. (2) Drug 1: CN(C)N=NC1=C(NC=N1)C(=O)N. Drug 2: C1=C(C(=O)NC(=O)N1)F. Cell line: ACHN. Synergy scores: CSS=55.1, Synergy_ZIP=6.56, Synergy_Bliss=6.29, Synergy_Loewe=1.71, Synergy_HSA=9.61.